This data is from Catalyst prediction with 721,799 reactions and 888 catalyst types from USPTO. The task is: Predict which catalyst facilitates the given reaction. (1) Reactant: [CH3:1][C@@H:2]1[CH2:24][C:23]2[C:25](=[O:26])[C:18](=[CH:19][C:20]([C:22]=2[O:27][CH3:28])=[O:21])[NH:17][C:15](=[O:16])[C:14]([CH3:29])=[CH:13][CH:12]=[CH:11][C@H:10]([O:30][CH3:31])[C@@H:9]([O:32][C:33]([NH2:35])=[O:34])[C:8]([CH3:36])=[CH:7][C@H:6]([CH3:37])[C@@H:5]([OH:38])[C@@H:4]([O:39][CH3:40])[CH2:3]1.F[B-](F)(F)F.[CH3:46][O+](C)C.CN(C)C1C2C(=CC=CC=2N(C)C)C=CC=1. Product: [CH3:1][C@@H:2]1[CH2:24][C:23]2[C:25](=[O:26])[C:18](=[CH:19][C:20]([C:22]=2[O:27][CH3:28])=[O:21])[NH:17][C:15](=[O:16])[C:14]([CH3:29])=[CH:13][CH:12]=[CH:11][C@H:10]([O:30][CH3:31])[C@@H:9]([O:32][C:33]([NH2:35])=[O:34])[C:8]([CH3:36])=[CH:7][C@H:6]([CH3:37])[C@@H:5]([O:38][CH3:46])[C@@H:4]([O:39][CH3:40])[CH2:3]1. The catalyst class is: 96. (2) Reactant: [CH3:1][N:2]1[CH:6]=[C:5](I)[CH:4]=[N:3]1.C([Mg]Cl)(C)C.CON(C)[C:16]([C:18]1[N:22]=[C:21]([CH3:23])O[N:19]=1)=[O:17].CC1ON=C(C(O)=O)[N:27]=1.Cl.CONC. Product: [CH3:23][C:21]1[NH:27][N:19]=[C:18]([C:16]([C:5]2[CH:4]=[N:3][N:2]([CH3:1])[CH:6]=2)=[O:17])[N:22]=1. The catalyst class is: 1. (3) Reactant: [Cl:1][C:2]1[CH:3]=[C:4]([CH:18]=[CH:19][CH:20]=1)[CH2:5][CH:6]1[CH:10]([C:11]2[CH:16]=[CH:15][CH:14]=[CH:13][CH:12]=2)[CH2:9][NH:8][C:7]1=[O:17].C([Li])CCC.[CH3:26][N:27]1[CH:31]=[C:30]([S:32](Cl)(=[O:34])=[O:33])[N:29]=[CH:28]1. Product: [Cl:1][C:2]1[CH:3]=[C:4]([CH:18]=[CH:19][CH:20]=1)[CH2:5][CH:6]1[CH:10]([C:11]2[CH:16]=[CH:15][CH:14]=[CH:13][CH:12]=2)[CH2:9][N:8]([S:32]([C:30]2[N:29]=[CH:28][N:27]([CH3:26])[CH:31]=2)(=[O:34])=[O:33])[C:7]1=[O:17]. The catalyst class is: 7. (4) Reactant: [Si:1]([O:8][CH2:9][C:10]([CH3:14])([CH3:13])[CH2:11][OH:12])([C:4]([CH3:7])([CH3:6])[CH3:5])([CH3:3])[CH3:2].C(N(CC)CC)C.C(Cl)Cl. Product: [Si:1]([O:8][CH2:9][C:10]([CH3:14])([CH3:13])[CH:11]=[O:12])([C:4]([CH3:7])([CH3:6])[CH3:5])([CH3:3])[CH3:2]. The catalyst class is: 16.